This data is from Full USPTO retrosynthesis dataset with 1.9M reactions from patents (1976-2016). The task is: Predict the reactants needed to synthesize the given product. (1) Given the product [Cl:8][C:4]1[N:3]=[C:2]([NH:15][CH:9]2[CH2:14][CH2:13][CH2:12][CH2:11][CH2:10]2)[CH:7]=[N:6][CH:5]=1, predict the reactants needed to synthesize it. The reactants are: Cl[C:2]1[CH:7]=[N:6][CH:5]=[C:4]([Cl:8])[N:3]=1.[CH:9]1([NH2:15])[CH2:14][CH2:13][CH2:12][CH2:11][CH2:10]1. (2) Given the product [CH3:34][N:23]([CH2:22][C@@H:21]([NH:35][C:36](=[O:42])[O:37][C:38]([CH3:40])([CH3:39])[CH3:41])[CH2:20][CH:17]1[CH2:18][CH2:19][C:14](=[O:13])[CH2:15][CH2:16]1)[C:24]([O:26][CH2:27][C:28]1[CH:33]=[CH:32][CH:31]=[CH:30][CH:29]=1)=[O:25], predict the reactants needed to synthesize it. The reactants are: CS(C)=O.N#N.C(Cl)(=O)C(Cl)=O.[OH:13][CH:14]1[CH2:19][CH2:18][CH:17]([CH2:20][C@H:21]([NH:35][C:36](=[O:42])[O:37][C:38]([CH3:41])([CH3:40])[CH3:39])[CH2:22][N:23]([CH3:34])[C:24]([O:26][CH2:27][C:28]2[CH:33]=[CH:32][CH:31]=[CH:30][CH:29]=2)=[O:25])[CH2:16][CH2:15]1. (3) Given the product [CH3:15][N:16]1[C:24]2[C:19](=[C:20]([NH:29][C:9]([NH:8][CH2:7][C:6]3[CH:11]=[CH:12][C:3]([C:2]([F:13])([F:14])[F:1])=[CH:4][CH:5]=3)=[O:10])[CH:21]=[C:22]([C:25]([F:26])([F:27])[F:28])[CH:23]=2)[CH:18]=[N:17]1, predict the reactants needed to synthesize it. The reactants are: [F:1][C:2]([F:14])([F:13])[C:3]1[CH:12]=[CH:11][C:6]([CH2:7][N:8]=[C:9]=[O:10])=[CH:5][CH:4]=1.[CH3:15][N:16]1[C:24]2[CH:23]=[C:22]([C:25]([F:28])([F:27])[F:26])[CH:21]=[C:20]([NH2:29])[C:19]=2[CH:18]=[N:17]1. (4) Given the product [CH2:33]1[C:42]2[C:37](=[CH:38][CH:39]=[CH:40][CH:41]=2)[CH2:36][CH2:35][N:34]1[C:5]([NH:13][C:14]1[CH:23]=[CH:22][C:17]([C:18]([O:20][CH3:21])=[O:19])=[CH:16][N:15]=1)=[O:11], predict the reactants needed to synthesize it. The reactants are: ClC(Cl)(O[C:5](=[O:11])OC(Cl)(Cl)Cl)Cl.[NH2:13][C:14]1[CH:23]=[CH:22][C:17]([C:18]([O:20][CH3:21])=[O:19])=[CH:16][N:15]=1.C(N(C(C)C)CC)(C)C.[CH2:33]1[C:42]2[C:37](=[CH:38][CH:39]=[CH:40][CH:41]=2)[CH2:36][CH2:35][NH:34]1. (5) Given the product [OH-:17].[CH3:25][C:24]1[CH:23]=[CH:22][CH:21]=[C:20]([CH3:26])[C:19]=1[NH:18][C:16](=[O:17])[CH2:15][N+:5]([CH2:4][CH3:3])([CH2:6][CH3:7])[CH2:8][C:9]1[CH:10]=[CH:11][CH:12]=[CH:13][CH:14]=1, predict the reactants needed to synthesize it. The reactants are: [OH-].[Na+].[CH3:3][CH2:4][N+:5]([CH2:15][C:16]([NH:18][C:19]1[C:24]([CH3:25])=[CH:23][CH:22]=[CH:21][C:20]=1[CH3:26])=[O:17])([CH2:8][C:9]1[CH:14]=[CH:13][CH:12]=[CH:11][CH:10]=1)[CH2:6][CH3:7].[Cl-]. (6) The reactants are: [O:1]=[C:2]1[CH:7]=[CH:6][C:5]([C:8]2[C:9]([C:20]3[CH:25]=[CH:24][CH:23]=[CH:22][CH:21]=3)=[N:10][N:11]3[CH:16]=[CH:15][C:14]([C:17]([OH:19])=O)=[CH:13][C:12]=23)=[N:4][N:3]1[CH:26]([CH3:28])[CH3:27].[NH:29]1[CH2:33][CH2:32][CH2:31][CH2:30]1.ON1C2C=CC=CC=2N=N1.Cl.C(N=C=NCCCN(C)C)C. Given the product [N:29]1([C:17]([C:14]2[CH:15]=[CH:16][N:11]3[N:10]=[C:9]([C:20]4[CH:25]=[CH:24][CH:23]=[CH:22][CH:21]=4)[C:8]([C:5]4[CH:6]=[CH:7][C:2](=[O:1])[N:3]([CH:26]([CH3:28])[CH3:27])[N:4]=4)=[C:12]3[CH:13]=2)=[O:19])[CH2:33][CH2:32][CH2:31][CH2:30]1, predict the reactants needed to synthesize it. (7) Given the product [Cl:25][C:20]1[C:19]([F:26])=[C:18]([NH:17][C:9]2[C:8]3[C:13](=[CH:14][C:15]([OH:16])=[C:6]([O:5][CH:3]4[CH2:4][N:1]([C:43](=[O:46])[CH:42]=[CH2:41])[CH2:2]4)[CH:7]=3)[N:12]=[CH:11][N:10]=2)[CH:23]=[CH:22][C:21]=1[F:24], predict the reactants needed to synthesize it. The reactants are: [NH:1]1[CH2:4][CH:3]([O:5][C:6]2[CH:7]=[C:8]3[C:13](=[CH:14][C:15]=2[OH:16])[N:12]=[CH:11][N:10]=[C:9]3[NH:17][C:18]2[CH:23]=[CH:22][C:21]([F:24])=[C:20]([Cl:25])[C:19]=2[F:26])[CH2:2]1.ClC1C(F)=C(NC2C3C(=[CH:41][C:42](OC)=[C:43]([O:46][C@H]4CCNC4)C=3)N=CN=2)C=C(F)C=1. (8) Given the product [F:21][C:17]1[CH:16]=[C:15]([CH:20]=[CH:19][CH:18]=1)[CH2:14][O:13][C:10]1[CH:9]=[CH:8][C:7]([CH:5]([CH3:6])[CH2:4][C:3]([NH:2][CH3:1])=[O:22])=[CH:12][CH:11]=1, predict the reactants needed to synthesize it. The reactants are: [CH3:1][NH:2][C:3](=[O:22])[CH:4]=[C:5]([C:7]1[CH:12]=[CH:11][C:10]([O:13][CH2:14][C:15]2[CH:20]=[CH:19][CH:18]=[C:17]([F:21])[CH:16]=2)=[CH:9][CH:8]=1)[CH3:6].